From a dataset of Full USPTO retrosynthesis dataset with 1.9M reactions from patents (1976-2016). Predict the reactants needed to synthesize the given product. (1) The reactants are: [OH-:1].[K+].[C:3]([NH:6][C:7]1[C:8]([I:33])=[C:9]([C:24]([N:26]([CH2:28][CH:29]([OH:32])[CH2:30][OH:31])[CH3:27])=[O:25])[C:10]([I:23])=[C:11]([C:21]=1[I:22])[C:12]([N:14]([CH2:16][CH:17]([OH:20])[CH2:18][OH:19])[CH3:15])=[O:13])(=[O:5])[CH3:4].B(O)(O)O.[O:38]1[CH2:40][CH:39]1[CH2:41][O:42][CH2:43][CH2:44][O:45][CH2:46][CH:47]1[CH2:49][O:48]1.Cl. Given the product [OH:38][CH:39]([CH2:41][O:42][CH2:43][CH2:44][O:45][CH2:46][CH:47]([OH:48])[CH2:49][N:6]([C:7]1[C:21]([I:22])=[C:11]([C:12]([N:14]([CH3:15])[CH2:16][CH:17]([OH:20])[CH2:18][OH:19])=[O:13])[C:10]([I:23])=[C:9]([C:8]=1[I:33])[C:24]([N:26]([CH3:27])[CH2:28][CH:29]([OH:32])[CH2:30][OH:31])=[O:25])[C:3](=[O:1])[CH3:4])[CH2:40][N:6]([C:7]1[C:21]([I:22])=[C:11]([C:12]([N:14]([CH2:16][CH:17]([OH:20])[CH2:18][OH:19])[CH3:15])=[O:13])[C:10]([I:23])=[C:9]([C:8]=1[I:33])[C:24]([N:26]([CH2:28][CH:29]([OH:32])[CH2:30][OH:31])[CH3:27])=[O:25])[C:3](=[O:5])[CH3:4], predict the reactants needed to synthesize it. (2) Given the product [Cl-:2].[OH:28][CH2:27][CH2:26][CH2:25][O:29][C:3]1[C:12]2[C:7](=[C:8]([C:13]3[CH:18]=[CH:17][CH:16]=[CH:15][CH:14]=3)[CH:9]=[CH:10][CH:11]=2)[O+:6]=[C:5]([N:19]2[CH2:24][CH2:23][O:22][CH2:21][CH2:20]2)[CH:4]=1, predict the reactants needed to synthesize it. The reactants are: [Cl-].[Cl:2][C:3]1[C:12]2[C:7](=[C:8]([C:13]3[CH:18]=[CH:17][CH:16]=[CH:15][CH:14]=3)[CH:9]=[CH:10][CH:11]=2)[O+:6]=[C:5]([N:19]2[CH2:24][CH2:23][O:22][CH2:21][CH2:20]2)[CH:4]=1.[CH2:25]([OH:29])[CH2:26][CH2:27][OH:28].C(N(CC)C(C)C)(C)C. (3) Given the product [OH:8][CH2:9][C@@H:10]1[O:14][C:13]([CH3:16])([CH3:15])[O:12][C@H:11]1[CH2:17][N:18]1[C:28]2=[C:29]3[C:24](=[CH:25][CH:26]=[CH:27]2)[C:23]([CH3:31])([CH3:30])[CH2:22][CH2:21][N:20]3[C:19]1=[O:32], predict the reactants needed to synthesize it. The reactants are: [Si]([O:8][CH2:9][C@@H:10]1[O:14][C:13]([CH3:16])([CH3:15])[O:12][C@H:11]1[CH2:17][N:18]1[C:28]2=[C:29]3[C:24](=[CH:25][CH:26]=[CH:27]2)[C:23]([CH3:31])([CH3:30])[CH2:22][CH2:21][N:20]3[C:19]1=[O:32])(C(C)(C)C)(C)C. (4) The reactants are: [F:1][C:2]1[CH:7]=[CH:6][C:5]([OH:8])=[C:4]([CH3:9])[C:3]=1[NH:10][CH2:11][C:12]1[CH:17]=[C:16]([O:18][CH3:19])[CH:15]=[C:14]([C:20]2[CH:25]=[CH:24][CH:23]=[C:22]([F:26])[CH:21]=2)[CH:13]=1.C([O-])([O-])=O.[Cs+].[Cs+].Br[CH2:34][C:35]([O:37][CH:38]([CH3:40])[CH3:39])=[O:36].O. Given the product [F:1][C:2]1[CH:7]=[CH:6][C:5]([O:8][CH2:34][C:35]([O:37][CH:38]([CH3:40])[CH3:39])=[O:36])=[C:4]([CH3:9])[C:3]=1[NH:10][CH2:11][C:12]1[CH:17]=[C:16]([O:18][CH3:19])[CH:15]=[C:14]([C:20]2[CH:25]=[CH:24][CH:23]=[C:22]([F:26])[CH:21]=2)[CH:13]=1, predict the reactants needed to synthesize it. (5) Given the product [Cl:16][C:17]1[CH:18]=[C:19]([NH:20][N:10]=[C:11]2[C:12]([NH2:13])=[N:32][N:31]=[C:14]2[NH2:15])[CH:21]=[CH:22][C:23]=1[Cl:24], predict the reactants needed to synthesize it. The reactants are: ClC1C=C(N[N:10]=[C:11]([C:14]#[N:15])[C:12]#[N:13])C=CC=1Cl.[Cl:16][C:17]1[CH:18]=[C:19]([CH:21]=[CH:22][C:23]=1[Cl:24])[NH2:20].C(#N)CC#N.O.[NH2:31][NH2:32]. (6) Given the product [NH2:1][CH:4]([C:6]1[N:7]=[C:8]2[S:21][CH:20]=[C:19]([CH3:22])[N:9]2[C:10](=[O:18])[C:11]=1[C:12]1[CH:17]=[CH:16][CH:15]=[CH:14][N:13]=1)[CH3:5], predict the reactants needed to synthesize it. The reactants are: [N:1]([CH:4]([C:6]1[N:7]=[C:8]2[S:21][CH:20]=[C:19]([CH3:22])[N:9]2[C:10](=[O:18])[C:11]=1[C:12]1[CH:17]=[CH:16][CH:15]=[CH:14][N:13]=1)[CH3:5])=[N+]=[N-].CP(C)C.CCOC(C)=O. (7) Given the product [CH2:44]([N:51]1[CH2:56][CH2:55][N:54]([C:16]([C:8]2[N:7]([CH2:6][C:5]3[CH:4]=[CH:3][C:2]([F:1])=[CH:20][CH:19]=3)[C:15]3[C:10]([CH:9]=2)=[CH:11][CH:12]=[CH:13][CH:14]=3)=[O:18])[CH2:53][CH2:52]1)[C:45]1[CH:46]=[CH:47][CH:48]=[CH:49][CH:50]=1, predict the reactants needed to synthesize it. The reactants are: [F:1][C:2]1[CH:20]=[CH:19][C:5]([CH2:6][N:7]2[C:15]3[C:10](=[CH:11][CH:12]=[CH:13][CH:14]=3)[CH:9]=[C:8]2[C:16]([OH:18])=O)=[CH:4][CH:3]=1.CCN(C(C)C)C(C)C.C(Cl)CCl.C1C=CC2N(O)N=NC=2C=1.[CH2:44]([N:51]1[CH2:56][CH2:55][NH:54][CH2:53][CH2:52]1)[C:45]1[CH:50]=[CH:49][CH:48]=[CH:47][CH:46]=1. (8) Given the product [C:35]([O-:9])(=[O:45])[CH3:30].[NH4+:5].[Cl:1][C:2]1[CH:3]=[C:4]([C:12]2[C:20]3[C:15](=[N:16][CH:17]=[CH:18][CH:19]=3)[NH:14][CH:13]=2)[N:5]=[C:6]([NH:36][CH:31]2[CH2:32][CH2:33][CH2:34][CH2:35][CH:30]2[NH2:37])[N:7]=1, predict the reactants needed to synthesize it. The reactants are: [Cl:1][C:2]1[N:7]=[C:6](S(C)(=O)=[O:9])[N:5]=[C:4]([C:12]2[C:20]3[C:15](=[N:16][CH:17]=[CH:18][CH:19]=3)[N:14](S(C3C=CC=CC=3)(=O)=O)[CH:13]=2)[CH:3]=1.[CH:30]1([NH2:37])[CH2:35][CH2:34][CH2:33][CH2:32][CH:31]1[NH2:36].C(N(CC)CC)C.[OH-:45].[Na+].Cl.